Dataset: Drug-target binding data from BindingDB using IC50 measurements. Task: Regression. Given a target protein amino acid sequence and a drug SMILES string, predict the binding affinity score between them. We predict pIC50 (pIC50 = -log10(IC50 in M); higher means more potent). Dataset: bindingdb_ic50. (1) The small molecule is NC(=O)[C@H]1CCCCCC(=O)CNC(=O)[C@H](CC2CCCCC2)CC(=O)[C@H](CC2CCCCC2)NC(=O)/C=C/C(=O)N1. The target protein (P14735) has sequence MRYRLAWLLHPALPSTFRSVLGARLPPPERLCGFQKKTYSKMNNPAIKRIGNHITKSPEDKREYRGLELANGIKVLLISDPTTDKSSAALDVHIGSLSDPPNIAGLSHFCEHMLFLGTKKYPKENEYSQFLSEHAGSSNAFTSGEHTNYYFDVSHEHLEGALDRFAQFFLCPLFDESCKDREVNAVDSEHEKNVMNDAWRLFQLEKATGNPKHPFSKFGTGNKYTLETRPNQEGIDVRQELLKFHSAYYSSNLMAVCVLGRESLDDLTNLVVKLFSEVENKNVPLPEFPEHPFQEEHLKQLYKIVPIKDIRNLYVTFPIPDLQKYYKSNPGHYLGHLIGHEGPGSLLSELKSKGWVNTLVGGQKEGARGFMFFIINVDLTEEGLLHVEDIILHMFQYIQKLRAEGPQEWVFQECKDLNAVAFRFKDKERPRGYTSKIAGILHYYPLEEVLTAEYLLEEFRPDLIEMVLDKLRPENVRVAIVSKSFEGKTDRTEEWYGTQY.... The pIC50 is 4.0. (2) The small molecule is N#Cc1ccnc(C(=O)Nc2ccccc2Oc2ccc(C(=O)O)c(C(=O)O)c2)c1. The target protein (Q9ET01) has sequence MAKPLTDQEKRRQISIRGIVGVENVAELKKGFNRHLHFTLVKDRNVATPRDYYFALAHTVRDHLVGRWIRTQQHYYDKCPKRVYYLSLEFYMGRTLQNTMINLGLQNACDEAIYQLGLDMEELEEIEEDAGLGNGGLGRLAACFLDSMATLGLAAYGYGIRYEYGIFNQKIREGWQVEEADDWLRHGNPWEKARPEFMLPVHFYGRVEHTQTGTKWVDTQVVLALPYDTPVPGYMNNTVNTMRLWSARAPNDFNLQDFNVGDYIQAVLDRNLAENISRVLYPNDNFFEGKELRLKQEYFVVAATLQDVIRRFKASKFGSKDGMGTVFDAFPDQVAIQLNDTHPALAIPELMRIFVDIEKLPWAKAWEITKKTFAYTNHTVLPEALERWPVELVEKLLPRHLEIIYEINQKHLDRIVALFPKDISRMRRMSLIEEEGGKRINMAHLCIVGCHAVNGVAKIHSDIVKTQVFKDFSELEPDKFQNKTNGITPRRWLLLCNPGL.... The pIC50 is 7.8. (3) The small molecule is O=c1cc(C2CCNCC2)n2nc3cccc(C4CCCC4)c3c2[nH]1. The target protein sequence is SECKTGNGKNYRGTMSKTKNGITCQKWSSTSPHRPRFSPATHPSEGLEENYCRNPDNDPQGPWCYTTDPEKRYDYCDILEC. The pIC50 is 7.9. (4) The drug is Cc1occc1C(=O)N/N=C/c1cc(Cl)ccc1O. The target protein sequence is MMNVILFLTLSNIFVFNSAQHQINLLSEIVQSRCTQWKVEHGATNISCSEIWNSFESILLSTHTKSACVMKSGLFDDFVYQLFELEQQQQQRHHTIQTEQYFHSQVMNIIRGMCKRLGVCRSLETTFPGYLFDELNWCNGSLTGNTKYGTVCGCDYKSNVVHAFWQSASAEYARRASGNIFVVLNGSVKAPFNENKTFGKIELPLLKHPRVQQLTVKLVHSLEDVNNRQTCESWSLQELANKLNSVHIPFRCIDDPLEFRHYQCIENPGKQLCQFSASTRSNVETLLILFPLVICLTFYTSMN. The pIC50 is 6.9.